Dataset: Forward reaction prediction with 1.9M reactions from USPTO patents (1976-2016). Task: Predict the product of the given reaction. (1) The product is: [NH2:19][C:17]1[N:18]=[C:13]([C:7]2[C:8]3[CH2:12][CH2:11][CH2:10][C:9]=3[N:5]([CH2:4][C:3]3[CH:23]=[CH:24][CH:25]=[CH:26][C:2]=3[F:1])[N:6]=2)[N:14]=[C:15]([NH:22][C:34](=[O:36])[CH3:35])[C:16]=1[O:20][CH3:21]. Given the reactants [F:1][C:2]1[CH:26]=[CH:25][CH:24]=[CH:23][C:3]=1[CH2:4][N:5]1[C:9]2[CH2:10][CH2:11][CH2:12][C:8]=2[C:7]([C:13]2[N:18]=[C:17]([NH2:19])[C:16]([O:20][CH3:21])=[C:15]([NH2:22])[N:14]=2)=[N:6]1.C(N(CC)CC)C.[C:34](OC(=O)C)(=[O:36])[CH3:35], predict the reaction product. (2) The product is: [CH:25]([Si:24]([CH:31]([CH3:33])[CH3:32])([CH:28]([CH3:30])[CH3:29])[O:1][CH2:2][CH2:3][C:4]1[CH:5]=[CH:6][C:7]([NH:10][C:11](=[O:17])[O:12][C:13]([CH3:14])([CH3:16])[CH3:15])=[CH:8][CH:9]=1)([CH3:27])[CH3:26]. Given the reactants [OH:1][CH2:2][CH2:3][C:4]1[CH:9]=[CH:8][C:7]([NH:10][C:11](=[O:17])[O:12][C:13]([CH3:16])([CH3:15])[CH3:14])=[CH:6][CH:5]=1.N1C=CN=C1.Cl[Si:24]([CH:31]([CH3:33])[CH3:32])([CH:28]([CH3:30])[CH3:29])[CH:25]([CH3:27])[CH3:26].O, predict the reaction product. (3) The product is: [C:14]([O:17][CH:18]1[CH:23]([N:24]([CH3:25])[CH3:26])[CH2:22][CH:21]([CH3:27])[O:20][CH:19]1[O:13][CH:1]1[CH2:12][CH2:11][CH2:10][CH2:9][CH2:8][CH2:7][CH2:6][CH2:5][CH2:4][CH2:3][CH2:2]1)(=[O:16])[CH3:15]. Given the reactants [CH:1]1([OH:13])[CH2:12][CH2:11][CH2:10][CH2:9][CH2:8][CH2:7][CH2:6][CH2:5][CH2:4][CH2:3][CH2:2]1.[C:14]([O:17][CH:18]1[CH:23]([N:24]([CH3:26])[CH3:25])[CH2:22][CH:21]([CH3:27])[O:20][CH:19]1F)(=[O:16])[CH3:15].B(F)(F)F.CCOCC, predict the reaction product. (4) Given the reactants O=[C:2]1[CH2:7][CH2:6][CH2:5][CH2:4][CH:3]1[N:8]1[C:16](=[O:17])[C:15]2[C:10](=[CH:11][CH:12]=[CH:13][CH:14]=2)[C:9]1=[O:18].[CH3:19]C(C)([O-])C.[K+], predict the reaction product. The product is: [CH2:19]=[C:2]1[CH2:7][CH2:6][CH2:5][CH2:4][CH:3]1[N:8]1[C:16](=[O:17])[C:15]2[C:10](=[CH:11][CH:12]=[CH:13][CH:14]=2)[C:9]1=[O:18]. (5) Given the reactants [NH2:1][C:2]1[CH:7]=[CH:6][C:5]([C:8]2[N:12]([CH3:13])[C:11]([C:14]#[N:15])=[CH:10][CH:9]=2)=[CH:4][CH:3]=1.Cl[C:17]([O:19][CH2:20][CH:21]([CH3:23])[CH3:22])=[O:18], predict the reaction product. The product is: [C:14]([C:11]1[N:12]([CH3:13])[C:8]([C:5]2[CH:6]=[CH:7][C:2]([NH:1][C:17](=[O:18])[O:19][CH2:20][CH:21]([CH3:23])[CH3:22])=[CH:3][CH:4]=2)=[CH:9][CH:10]=1)#[N:15].